From a dataset of Experimentally validated miRNA-target interactions with 360,000+ pairs, plus equal number of negative samples. Binary Classification. Given a miRNA mature sequence and a target amino acid sequence, predict their likelihood of interaction. (1) The miRNA is hsa-miR-382-5p with sequence GAAGUUGUUCGUGGUGGAUUCG. The protein sequence of the target gene is MHPRRPDGFDGLGYRGGARDEQGFGGAFPARSFSTGSDLGHWVTTPPDIPGSRNLHWGEKSPPYGVPTTSTPYEGPTEEPFSSGGGGSVQGQSSEQLNRFAGFGIGLASLFTENVLAHPCIVLRRQCQVNYHAQHYHLTPFTVINIMYSFNKTQGPRALWKGMGSTFIVQGVTLGAEGIISEFTPLPREVLHKWSPKQIGEHLLLKSLTYVVAMPFYSASLIETVQSEIIRDNTGILECVKEGIGRVIGMGVPHSKRLLPLLSLIFPTVLHGVLHYIISSVIQKFVLLILKRKTYNSHLA.... Result: 1 (interaction). (2) The miRNA is hsa-miR-3613-5p with sequence UGUUGUACUUUUUUUUUUGUUC. The protein sequence of the target gene is MEANWTAFLFQAHEASHHQQQAAQNSLLPLLSSAVEPPDQKPLLPIPITQKPQGAPETLKDAIGIKKEKPKTSFVCTYCSKAFRDSYHLRRHESCHTGIKLVSRPKKTPTTVVPLISTIAGDSSRTSLVSTIAGILSTVTTSSSGTNPSSSASTTAMPVTQSVKKPSKPVKKNHACEMCGKAFRDVYHLNRHKLSHSDEKPFECPICNQRFKRKDRMTYHVRSHEGGITKPYTCSVCGKGFSRPDHLSCHVKHVHSTERPFKCQTCTAAFATKDRLRTHMVRHEGKVSCNICGKLLSAAY.... Result: 1 (interaction). (3) The miRNA is mmu-miR-196b-5p with sequence UAGGUAGUUUCCUGUUGUUGGG. The protein sequence of the target gene is MPINKSEKPESCDNVKVVVRCRPLNEREKSMCYRQAVSVDEMRGTITVHKTDSSNEPPKTFTFDTVFGPESKQLDVYNLTARPIIDSVLEGYNGTIFAYGQTGTGKTFTMEGVRAVPGLRGVIPNSFAHIFGHIAKAEGDTRFLVRVSYLEIYNEEVRDLLGKDQTQRLEVKERPDVGVYIKDLSAYVVNNADDMDRIMTLGHKNRSVGATNMNEHSSRSHAIFTITIECSEKGVDGNMHVRMGKLHLVDLAGSERQAKTGATGQRLKEATKINLSLSTLGNVISALVDGKSTHVPYRNS.... Result: 0 (no interaction). (4) The miRNA is hsa-miR-1250-5p with sequence ACGGUGCUGGAUGUGGCCUUU. The protein sequence of the target gene is MATSAPLRSLEEEVTCSICLDYLRDPVTIDCGHVFCRSCTTDVRPISGSRPVCPLCKKPFKKENIRPVWQLASLVENIERLKVDKGRQPGEVTREQQDAKLCERHREKLHYYCEDDGKLLCVMCRESREHRPHTAVLMEKAAQPHREKILNHLSTLRRDRDKIQGFQAKGEADILAALKKLQDQRQYIVAEFEQGHQFLREREEHLLEQLAKLEQELTEGREKFKSRGVGELARLALVISELEGKAQQPAAELMQDTRDFLNRYPRKKFWVGKPIARVVKKKTGEFSDKLLSLQRGLREF.... Result: 0 (no interaction). (5) The miRNA is hsa-miR-548g-5p with sequence UGCAAAAGUAAUUGCAGUUUUUG. The protein sequence of the target gene is MAEVKLGMKTQVPASVESQKPRSKKAPDFPIVEKQNWLIHLHYIRKDYEACKAVIKEQLQETQGLCEYAIYVQALIFRLEGNIQESLELFQTCAVLSPQCADNLKQVARSLFLLGKHKAATEVYNEAAKLNQKDWEICHNLGVCYTYLKQFNKAQDQLHSALQLNKHDLTYIMLGKIHLLQGDLDKAIEIYKKAVEFSPENTELLTTLGLLYLQLGVYQKAFEHLGNALTYDPANYKAILAAGSMMQTHGDFDVALTKYRVVACAIPESPPLWNNIGMCFFGKKKYVAAISCLKRANYLA.... Result: 0 (no interaction). (6) The miRNA is hsa-miR-4321 with sequence UUAGCGGUGGACCGCCCUGCG. The protein sequence of the target gene is MDPRNTAMLGLGSDSEGFSRKSPSTINPGTLASKREAEIEGATEEEDPRKRNRERGTEAGKEDGSTDAQQQFSVKETNFSEGNLKLKIGLQAKRTKKPPKNLENYVCRPAIKTTIKHSRKALKSGKMTDEKNEHCPSKWDSSKLFKKAGDATAIDCQAEESIHLHSQGESNPLSKKLSPVHSQMADYISAAPSLVGSRDPDIKDRALLNGGTSVTEKLAQLIATCPPSKSSKAKPKKLGTGTTVGLVSKDLIRKPGVGSIAGIIHKDLIKKPALSTAVGLVTKDPGKKPMFNAAVGLINK.... Result: 0 (no interaction). (7) The miRNA is cel-miR-798 with sequence UAAGCCUUACAUAUUGACUGA. The protein sequence of the target gene is MVQKESQAALEERESERNANPAAASGASLEQSVAPAPGEDNPSGAGAAAVVGAAGGARRFLCGVVEGFYGRPWVMEQRKELFRRLQKWELNTYLYAPKDDYKHRMFWREMYSVEEAEQLMTLISAAREYEIEFIYAISPGLDITFSNPKEVSTLKRKLDQVSQFGCRSFALLFDDIDHNMCAADKEVFSSFAHAQVSITNEIYQYLGEPETFLFCPTEYCGTFCYPNVSQSPYLRTVGEKLLPGIEVLWTGPKVVSKEIPVESIEEVSKIIKRAPVIWDNIHANDYDQKRLFLGPYKGRS.... Result: 0 (no interaction).